This data is from Full USPTO retrosynthesis dataset with 1.9M reactions from patents (1976-2016). The task is: Predict the reactants needed to synthesize the given product. Given the product [F:25][C:22]([F:23])([F:24])[O:21][C:18]1[CH:19]=[CH:20][C:15]([O:14][CH:11]2[CH2:10][CH2:9][NH:8][CH2:13][CH2:12]2)=[CH:16][CH:17]=1, predict the reactants needed to synthesize it. The reactants are: C(OC([N:8]1[CH2:13][CH2:12][CH:11]([O:14][C:15]2[CH:20]=[CH:19][C:18]([O:21][C:22]([F:25])([F:24])[F:23])=[CH:17][CH:16]=2)[CH2:10][CH2:9]1)=O)(C)(C)C.Cl.